Dataset: Forward reaction prediction with 1.9M reactions from USPTO patents (1976-2016). Task: Predict the product of the given reaction. (1) The product is: [C:6]1([NH:5][C:15]([C:17]2[N:21]3[N:22]=[C:23]([Cl:26])[CH:24]=[CH:25][C:20]3=[N:19][CH:18]=2)=[O:14])[CH:11]=[CH:10][CH:9]=[CH:8][CH:7]=1. Given the reactants C[Al](C)C.[NH2:5][C:6]1[CH:11]=[CH:10][CH:9]=[CH:8][CH:7]=1.C([O:14][C:15]([C:17]1[N:21]2[N:22]=[C:23]([Cl:26])[CH:24]=[CH:25][C:20]2=[N:19][CH:18]=1)=O)C, predict the reaction product. (2) Given the reactants [OH:1][CH2:2][CH2:3][N:4]([CH2:12][CH2:13][N:14]1[CH2:19][CH2:18][S:17][C:16]2[CH:20]=[C:21]([NH:24][C:25]([C:27]3[S:28][CH:29]=[CH:30][CH:31]=3)=[NH:26])[CH:22]=[CH:23][C:15]1=2)C(=O)OC(C)(C)C.[ClH:32], predict the reaction product. The product is: [ClH:32].[ClH:32].[OH:1][CH2:2][CH2:3][NH:4][CH2:12][CH2:13][N:14]1[CH2:19][CH2:18][S:17][C:16]2[CH:20]=[C:21]([NH:24][C:25]([C:27]3[S:28][CH:29]=[CH:30][CH:31]=3)=[NH:26])[CH:22]=[CH:23][C:15]1=2. (3) Given the reactants Cl.[C:2]([O:6][C:7](=[O:15])[NH:8][CH:9]1[CH2:14][CH2:13][NH:12][CH2:11][CH2:10]1)([CH3:5])([CH3:4])[CH3:3].C(N(C(C)C)CC)(C)C.COC(OC)OC.[CH3:32][C:33]1([CH3:42])[CH:38]2[CH2:39][CH:34]1[CH2:35][CH:36]=[C:37]2[CH:40]=O.C(O[BH-](OC(=O)C)OC(=O)C)(=O)C.[Na+], predict the reaction product. The product is: [C:2]([O:6][C:7](=[O:15])[NH:8][CH:9]1[CH2:14][CH2:13][N:12]([CH2:40][C:37]2[CH:38]3[CH2:39][CH:34]([CH2:35][CH:36]=2)[C:33]3([CH3:42])[CH3:32])[CH2:11][CH2:10]1)([CH3:5])([CH3:3])[CH3:4]. (4) The product is: [N:47]1[CH:52]=[CH:51][CH:50]=[CH:49][C:48]=1[C:53]1[S:57][C:56]([CH2:58][NH:59][C:44]([C:27]2[N:28]=[C:29]3[C:34]([C:35]([F:37])([F:36])[F:38])=[CH:33][C:32]([C:39]4[O:40][CH:41]=[CH:42][CH:43]=4)=[CH:31][N:30]3[C:26]=2[Cl:25])=[O:46])=[CH:55][CH:54]=1. Given the reactants CN(C(ON1N=NC2C=CC=NC1=2)=[N+](C)C)C.F[P-](F)(F)(F)(F)F.[Cl:25][C:26]1[N:30]2[CH:31]=[C:32]([C:39]3[O:40][CH:41]=[CH:42][CH:43]=3)[CH:33]=[C:34]([C:35]([F:38])([F:37])[F:36])[C:29]2=[N:28][C:27]=1[C:44]([OH:46])=O.[N:47]1[CH:52]=[CH:51][CH:50]=[CH:49][C:48]=1[C:53]1[S:57][C:56]([CH2:58][NH2:59])=[CH:55][CH:54]=1, predict the reaction product. (5) The product is: [CH2:19]([C:17]1[CH:16]=[C:15]([C:22]2[CH:27]=[CH:26][C:25]([OH:28])=[CH:24][CH:23]=2)[C:14]([C:29]2[CH:34]=[CH:33][CH:32]=[CH:31][CH:30]=2)=[C:13]([C:11]2[CH:12]=[N:8][NH:9][CH:10]=2)[CH:18]=1)[CH2:20][CH3:21]. Given the reactants C([N:8]1[CH:12]=[C:11]([C:13]2[CH:18]=[C:17]([CH2:19][CH2:20][CH3:21])[CH:16]=[C:15]([C:22]3[CH:27]=[CH:26][C:25]([OH:28])=[CH:24][CH:23]=3)[C:14]=2[C:29]2[CH:34]=[CH:33][CH:32]=[CH:31][CH:30]=2)[CH:10]=[N:9]1)C1C=CC=CC=1.C1CCCCC=1, predict the reaction product. (6) Given the reactants [NH2:1][C:2]1[O:6][N:5]=[C:4]([CH3:7])[C:3]=1[Br:8].Cl[S:10]([C:13]1[CH:17]=[CH:16][S:15][C:14]=1[CH2:18][C:19]1[CH:24]=[CH:23][C:22]2[O:25][CH2:26][O:27][C:21]=2[CH:20]=1)(=[O:12])=[O:11], predict the reaction product. The product is: [Br:8][C:3]1[C:4]([CH3:7])=[N:5][O:6][C:2]=1[NH:1][S:10]([C:13]1[CH:17]=[CH:16][S:15][C:14]=1[CH2:18][C:19]1[CH:24]=[CH:23][C:22]2[O:25][CH2:26][O:27][C:21]=2[CH:20]=1)(=[O:12])=[O:11]. (7) Given the reactants [Cl:1][C:2]1[C:7]([NH:8][CH:9]=[C:10]2[C:15](=[O:16])OC(C)(C)OC2=O)=[CH:6][CH:5]=[CH:4][N:3]=1.C1C=CC(C2C=CC=CC=2)=CC=1.C1C=CC(OC2C=CC=CC=2)=CC=1, predict the reaction product. The product is: [Cl:1][C:2]1[N:3]=[CH:4][CH:5]=[C:6]2[C:7]=1[NH:8][CH:9]=[CH:10][C:15]2=[O:16].